From a dataset of NCI-60 drug combinations with 297,098 pairs across 59 cell lines. Regression. Given two drug SMILES strings and cell line genomic features, predict the synergy score measuring deviation from expected non-interaction effect. (1) Drug 1: CC1=C(C(=CC=C1)Cl)NC(=O)C2=CN=C(S2)NC3=CC(=NC(=N3)C)N4CCN(CC4)CCO. Drug 2: C1=CN(C=N1)CC(O)(P(=O)(O)O)P(=O)(O)O. Cell line: ACHN. Synergy scores: CSS=26.7, Synergy_ZIP=-3.67, Synergy_Bliss=-4.77, Synergy_Loewe=-34.0, Synergy_HSA=-3.72. (2) Drug 1: C1=CC(=CC=C1C#N)C(C2=CC=C(C=C2)C#N)N3C=NC=N3. Drug 2: C1=NC(=NC(=O)N1C2C(C(C(O2)CO)O)O)N. Cell line: SNB-19. Synergy scores: CSS=0.654, Synergy_ZIP=5.63, Synergy_Bliss=10.5, Synergy_Loewe=-15.5, Synergy_HSA=-14.7. (3) Drug 1: C1CN1P(=S)(N2CC2)N3CC3. Drug 2: CCN(CC)CCNC(=O)C1=C(NC(=C1C)C=C2C3=C(C=CC(=C3)F)NC2=O)C. Cell line: CCRF-CEM. Synergy scores: CSS=7.91, Synergy_ZIP=-1.14, Synergy_Bliss=-10.1, Synergy_Loewe=-25.1, Synergy_HSA=-13.2. (4) Cell line: SK-MEL-5. Drug 1: CC1CCC2CC(C(=CC=CC=CC(CC(C(=O)C(C(C(=CC(C(=O)CC(OC(=O)C3CCCCN3C(=O)C(=O)C1(O2)O)C(C)CC4CCC(C(C4)OC)O)C)C)O)OC)C)C)C)OC. Drug 2: C1=CN(C=N1)CC(O)(P(=O)(O)O)P(=O)(O)O. Synergy scores: CSS=23.6, Synergy_ZIP=0.756, Synergy_Bliss=6.51, Synergy_Loewe=-39.9, Synergy_HSA=3.62. (5) Drug 1: CS(=O)(=O)OCCCCOS(=O)(=O)C. Drug 2: C1CN(P(=O)(OC1)NCCCl)CCCl. Cell line: EKVX. Synergy scores: CSS=6.87, Synergy_ZIP=-2.19, Synergy_Bliss=1.81, Synergy_Loewe=-2.97, Synergy_HSA=0.678. (6) Synergy scores: CSS=6.63, Synergy_ZIP=0.571, Synergy_Bliss=-0.402, Synergy_Loewe=-23.8, Synergy_HSA=-1.33. Cell line: 786-0. Drug 2: CN(CCCl)CCCl.Cl. Drug 1: C1=CC=C(C(=C1)C(C2=CC=C(C=C2)Cl)C(Cl)Cl)Cl. (7) Drug 1: CC(C1=C(C=CC(=C1Cl)F)Cl)OC2=C(N=CC(=C2)C3=CN(N=C3)C4CCNCC4)N. Drug 2: CN(C(=O)NC(C=O)C(C(C(CO)O)O)O)N=O. Cell line: HS 578T. Synergy scores: CSS=5.16, Synergy_ZIP=0.942, Synergy_Bliss=-0.0267, Synergy_Loewe=-5.31, Synergy_HSA=-5.49. (8) Drug 1: CCC1(C2=C(COC1=O)C(=O)N3CC4=CC5=C(C=CC(=C5CN(C)C)O)N=C4C3=C2)O.Cl. Drug 2: CC12CCC3C(C1CCC2OP(=O)(O)O)CCC4=C3C=CC(=C4)OC(=O)N(CCCl)CCCl.[Na+]. Cell line: COLO 205. Synergy scores: CSS=30.0, Synergy_ZIP=-4.11, Synergy_Bliss=-9.05, Synergy_Loewe=-29.0, Synergy_HSA=-9.44. (9) Drug 1: C1=C(C(=O)NC(=O)N1)N(CCCl)CCCl. Drug 2: C1=CC=C(C(=C1)C(C2=CC=C(C=C2)Cl)C(Cl)Cl)Cl. Cell line: T-47D. Synergy scores: CSS=26.8, Synergy_ZIP=-5.90, Synergy_Bliss=6.04, Synergy_Loewe=1.19, Synergy_HSA=6.10.